From a dataset of Full USPTO retrosynthesis dataset with 1.9M reactions from patents (1976-2016). Predict the reactants needed to synthesize the given product. Given the product [Cl:18][CH2:19][C:20]([NH:2][C:3]1[CH:8]=[CH:7][CH:6]=[C:5]([CH3:9])[C:4]=1[OH:10])=[O:21], predict the reactants needed to synthesize it. The reactants are: Br.[NH2:2][C:3]1[CH:8]=[CH:7][CH:6]=[C:5]([CH3:9])[C:4]=1[OH:10].C(N(CC)CC)C.[Cl:18][CH2:19][C:20](Cl)=[O:21].O.